From a dataset of Catalyst prediction with 721,799 reactions and 888 catalyst types from USPTO. Predict which catalyst facilitates the given reaction. (1) Reactant: Br[C:2]1[CH:7]=[CH:6][C:5]([CH3:8])=[CH:4][C:3]=1[CH3:9].[Li]CCCC.[O:15]1[CH2:20][CH2:19][C:18](=[O:21])[CH2:17][CH2:16]1.[NH4+].[Cl-]. Product: [CH3:9][C:3]1[CH:4]=[C:5]([CH3:8])[CH:6]=[CH:7][C:2]=1[C:18]1([OH:21])[CH2:19][CH2:20][O:15][CH2:16][CH2:17]1. The catalyst class is: 1. (2) Reactant: [ClH:1].[F:2][C:3]1[CH:8]=[C:7]([F:9])[CH:6]=[CH:5][C:4]=1[C:10]1[CH:11]=[C:12]([CH:17]=[CH:18][N:19]=1)[C:13]([O:15][CH3:16])=[O:14]. Product: [ClH:1].[F:2][C:3]1[CH:8]=[C:7]([F:9])[CH:6]=[CH:5][C:4]=1[CH:10]1[CH2:11][CH:12]([C:13]([O:15][CH3:16])=[O:14])[CH2:17][CH2:18][NH:19]1. The catalyst class is: 603. (3) Reactant: Cl.[CH3:2][NH:3][CH2:4][CH2:5][CH2:6][Cl:7].Cl[C:9]([O:11][CH2:12][C:13]1[CH:18]=[CH:17][CH:16]=[CH:15][CH:14]=1)=[O:10].C(N(CC)C(C)C)(C)C. Product: [Cl:7][CH2:6][CH2:5][CH2:4][N:3]([CH3:2])[C:9](=[O:10])[O:11][CH2:12][C:13]1[CH:18]=[CH:17][CH:16]=[CH:15][CH:14]=1. The catalyst class is: 4. (4) Reactant: [Br:1][C:2]1[CH:14]=[CH:13][C:12]([C:15]([NH2:17])=[O:16])=[C:11]2[C:3]=1[C:4]1[CH2:5][CH2:6][CH:7]([CH2:18][NH:19][C:20](=[O:25])[CH2:21][CH2:22][CH2:23]Br)[CH2:8][C:9]=1[NH:10]2.[H-].[Na+]. Product: [Br:1][C:2]1[CH:14]=[CH:13][C:12]([C:15]([NH2:17])=[O:16])=[C:11]2[C:3]=1[C:4]1[CH2:5][CH2:6][CH:7]([CH2:18][N:19]3[CH2:23][CH2:22][CH2:21][C:20]3=[O:25])[CH2:8][C:9]=1[NH:10]2. The catalyst class is: 18.